This data is from Forward reaction prediction with 1.9M reactions from USPTO patents (1976-2016). The task is: Predict the product of the given reaction. (1) Given the reactants [Cl:1][C:2]1[CH:7]=[CH:6][CH:5]=[CH:4][C:3]=1[N:8]1[CH:12]([C:13]2[S:14][C:15]([C:18]3[CH2:19][CH2:20][N:21](C(OC(C)(C)C)=O)[CH2:22][CH:23]=3)=[CH:16][CH:17]=2)[CH2:11][C:10]([C:31]([C:37]([F:40])([F:39])[F:38])([C:33]([F:36])([F:35])[F:34])[OH:32])=[N:9]1.Cl, predict the reaction product. The product is: [ClH:1].[Cl:1][C:2]1[CH:7]=[CH:6][CH:5]=[CH:4][C:3]=1[N:8]1[CH:12]([C:13]2[S:14][C:15]([C:18]3[CH2:19][CH2:20][NH:21][CH2:22][CH:23]=3)=[CH:16][CH:17]=2)[CH2:11][C:10]([C:31]([C:33]([F:35])([F:34])[F:36])([C:37]([F:40])([F:38])[F:39])[OH:32])=[N:9]1. (2) Given the reactants C([Li])CCC.[S:6]1[CH:10]=[CH:9][N:8]=[CH:7]1.COCN[C:15]([C@H:17]1[CH2:22][CH2:21][CH2:20][N:19]([C:23]([O:25][C:26]([CH3:29])([CH3:28])[CH3:27])=[O:24])[CH2:18]1)=[O:16].[Cl-].[Na+], predict the reaction product. The product is: [S:6]1[CH:10]=[CH:9][N:8]=[C:7]1[C:15]([C@H:17]1[CH2:22][CH2:21][CH2:20][N:19]([C:23]([O:25][C:26]([CH3:29])([CH3:28])[CH3:27])=[O:24])[CH2:18]1)=[O:16]. (3) The product is: [Cl:15][CH2:16][CH2:17][C:19]1[C:20]([F:30])=[CH:21][C:22]2[O:27][CH2:26][C:25](=[O:28])[NH:24][C:23]=2[CH:29]=1. Given the reactants ClCCC1C=CC2OCC(=O)NC=2C=1.[Cl:15][CH2:16][C:17]([C:19]1[C:20]([F:30])=[CH:21][C:22]2[O:27][CH2:26][C:25](=[O:28])[NH:24][C:23]=2[CH:29]=1)=O, predict the reaction product. (4) Given the reactants [NH2:1][C@@H:2]1[CH2:6][CH2:5][N:4]([C:7]2[CH:31]=[C:30]([Cl:32])[CH:29]=[CH:28][C:8]=2[CH2:9][N:10]2[CH2:15][CH2:14][N:13]([C:16]([O:18][CH:19]([C:24]([F:27])([F:26])[F:25])[C:20]([F:23])([F:22])[F:21])=[O:17])[CH2:12][CH2:11]2)[CH2:3]1.CCN(C(C)C)C(C)C.[C:42](Cl)(=[O:44])[CH3:43], predict the reaction product. The product is: [C:42]([NH:1][C@@H:2]1[CH2:6][CH2:5][N:4]([C:7]2[CH:31]=[C:30]([Cl:32])[CH:29]=[CH:28][C:8]=2[CH2:9][N:10]2[CH2:11][CH2:12][N:13]([C:16]([O:18][CH:19]([C:24]([F:27])([F:26])[F:25])[C:20]([F:21])([F:22])[F:23])=[O:17])[CH2:14][CH2:15]2)[CH2:3]1)(=[O:44])[CH3:43].